From a dataset of HIV replication inhibition screening data with 41,000+ compounds from the AIDS Antiviral Screen. Binary Classification. Given a drug SMILES string, predict its activity (active/inactive) in a high-throughput screening assay against a specified biological target. (1) The drug is N#CCCN(CCC#N)c1ccc(C=C2N=C(c3cc([N+](=O)[O-])ccc3Cl)N(NC(=O)CC(=O)Nc3ccccc3Cl)C2=O)cc1. The result is 0 (inactive). (2) The compound is O=C(Nc1ccc(C(F)(F)F)cc1)NC(F)(F)F. The result is 0 (inactive). (3) The compound is CC(C)C1C(=NO)CC(c2ccccc2)N(N=O)C1c1ccccc1. The result is 0 (inactive). (4) The drug is CCOC(=O)C(F)C(Br)C(=O)OCC. The result is 0 (inactive). (5) The compound is NC1=CN(Cc2ccccc2)C2=NC(=Cc3ccccc3)C(=O)N12. The result is 0 (inactive). (6) The compound is COC(=O)c1cc2c(=NO)c3ccccc3sc2o1. The result is 0 (inactive). (7) The drug is O=C(Nc1cccc(C(F)(F)F)c1)ON=C(Cl)CCl. The result is 0 (inactive). (8) The molecule is Cc1cc[n+]([Pt-2]([OH+][N+](=O)[O-])([OH+][N+](=O)[O-])[n+]2ccc(C)cc2)cc1. The result is 0 (inactive). (9) The compound is NNC(=O)c1ccncc1. The result is 0 (inactive). (10) The drug is N=c1[nH]n2cc3c(nc2c1N=Nc1ccc(Cl)cc1)CCC3. The result is 0 (inactive).